Dataset: NCI-60 drug combinations with 297,098 pairs across 59 cell lines. Task: Regression. Given two drug SMILES strings and cell line genomic features, predict the synergy score measuring deviation from expected non-interaction effect. (1) Drug 1: CCCS(=O)(=O)NC1=C(C(=C(C=C1)F)C(=O)C2=CNC3=C2C=C(C=N3)C4=CC=C(C=C4)Cl)F. Drug 2: C(CC(=O)O)C(=O)CN.Cl. Cell line: MCF7. Synergy scores: CSS=1.62, Synergy_ZIP=0.00350, Synergy_Bliss=-1.37, Synergy_Loewe=-3.30, Synergy_HSA=-3.05. (2) Synergy scores: CSS=11.3, Synergy_ZIP=3.90, Synergy_Bliss=7.87, Synergy_Loewe=1.35, Synergy_HSA=2.89. Drug 2: CCC1(CC2CC(C3=C(CCN(C2)C1)C4=CC=CC=C4N3)(C5=C(C=C6C(=C5)C78CCN9C7C(C=CC9)(C(C(C8N6C)(C(=O)OC)O)OC(=O)C)CC)OC)C(=O)OC)O.OS(=O)(=O)O. Cell line: RPMI-8226. Drug 1: C1=CC=C(C=C1)NC(=O)CCCCCCC(=O)NO. (3) Drug 1: CC12CCC3C(C1CCC2=O)CC(=C)C4=CC(=O)C=CC34C. Drug 2: C1=CC=C(C(=C1)C(C2=CC=C(C=C2)Cl)C(Cl)Cl)Cl. Cell line: OVCAR-5. Synergy scores: CSS=53.4, Synergy_ZIP=1.74, Synergy_Bliss=4.39, Synergy_Loewe=4.75, Synergy_HSA=4.56. (4) Drug 1: C1=NC2=C(N=C(N=C2N1C3C(C(C(O3)CO)O)F)Cl)N. Drug 2: CNC(=O)C1=NC=CC(=C1)OC2=CC=C(C=C2)NC(=O)NC3=CC(=C(C=C3)Cl)C(F)(F)F. Cell line: MALME-3M. Synergy scores: CSS=-0.307, Synergy_ZIP=-1.04, Synergy_Bliss=-2.89, Synergy_Loewe=-10.6, Synergy_HSA=-5.30. (5) Drug 1: COC1=CC(=CC(=C1O)OC)C2C3C(COC3=O)C(C4=CC5=C(C=C24)OCO5)OC6C(C(C7C(O6)COC(O7)C8=CC=CS8)O)O. Drug 2: CC1=CC2C(CCC3(C2CCC3(C(=O)C)OC(=O)C)C)C4(C1=CC(=O)CC4)C. Cell line: SK-MEL-28. Synergy scores: CSS=6.36, Synergy_ZIP=-1.05, Synergy_Bliss=4.42, Synergy_Loewe=-24.5, Synergy_HSA=0.793. (6) Drug 1: CC12CCC3C(C1CCC2=O)CC(=C)C4=CC(=O)C=CC34C. Drug 2: CC1C(C(CC(O1)OC2CC(OC(C2O)C)OC3=CC4=CC5=C(C(=O)C(C(C5)C(C(=O)C(C(C)O)O)OC)OC6CC(C(C(O6)C)O)OC7CC(C(C(O7)C)O)OC8CC(C(C(O8)C)O)(C)O)C(=C4C(=C3C)O)O)O)O. Cell line: IGROV1. Synergy scores: CSS=39.9, Synergy_ZIP=1.97, Synergy_Bliss=2.88, Synergy_Loewe=3.61, Synergy_HSA=3.32. (7) Drug 1: CC1CCC2CC(C(=CC=CC=CC(CC(C(=O)C(C(C(=CC(C(=O)CC(OC(=O)C3CCCCN3C(=O)C(=O)C1(O2)O)C(C)CC4CCC(C(C4)OC)OCCO)C)C)O)OC)C)C)C)OC. Cell line: DU-145. Drug 2: CC(C)NC(=O)C1=CC=C(C=C1)CNNC.Cl. Synergy scores: CSS=1.08, Synergy_ZIP=-1.51, Synergy_Bliss=-3.85, Synergy_Loewe=-14.1, Synergy_HSA=-7.46. (8) Drug 1: CC1=CC2C(CCC3(C2CCC3(C(=O)C)OC(=O)C)C)C4(C1=CC(=O)CC4)C. Drug 2: CC1=C(C(=CC=C1)Cl)NC(=O)C2=CN=C(S2)NC3=CC(=NC(=N3)C)N4CCN(CC4)CCO. Cell line: BT-549. Synergy scores: CSS=33.4, Synergy_ZIP=2.04, Synergy_Bliss=9.00, Synergy_Loewe=4.80, Synergy_HSA=5.22. (9) Drug 1: C1CN1P(=S)(N2CC2)N3CC3. Drug 2: COC1=C2C(=CC3=C1OC=C3)C=CC(=O)O2. Cell line: HCT116. Synergy scores: CSS=28.8, Synergy_ZIP=2.83, Synergy_Bliss=2.23, Synergy_Loewe=1.98, Synergy_HSA=2.60.